This data is from Full USPTO retrosynthesis dataset with 1.9M reactions from patents (1976-2016). The task is: Predict the reactants needed to synthesize the given product. (1) Given the product [CH2:23]([NH:22][S:19]([C:16]1[CH:17]=[CH:18][C:13]([CH2:12][NH2:3])=[CH:14][CH:15]=1)(=[O:21])=[O:20])[CH3:24], predict the reactants needed to synthesize it. The reactants are: O=C1C2C(=CC=CC=2)C(=O)[N:3]1[CH2:12][C:13]1[CH:18]=[CH:17][C:16]([S:19]([NH:22][CH2:23][CH3:24])(=[O:21])=[O:20])=[CH:15][CH:14]=1.NN. (2) Given the product [CH2:1]([CH2:6][NH2:7])[CH2:2][C:3]([P:12]([OH:15])([OH:14])=[O:13])([P:8]([OH:11])([OH:10])=[O:9])[OH:4], predict the reactants needed to synthesize it. The reactants are: [CH2:1]([CH2:6][NH2:7])[CH2:2][C:3](O)=[O:4].[P:8]([OH:11])([OH:10])[OH:9].[P:12](=O)([OH:15])([OH:14])[OH:13].P(Cl)(Cl)(Cl)=O. (3) Given the product [Cl:1][C:2]1[CH:7]=[CH:6][C:5]([S:8](/[CH:11]=[CH:12]/[C:19]2[CH:22]=[CH:23][C:16]([Br:15])=[CH:17][CH:18]=2)(=[O:10])=[O:9])=[CH:4][CH:3]=1, predict the reactants needed to synthesize it. The reactants are: [Cl:1][C:2]1[CH:7]=[CH:6][C:5]([S:8]([CH2:11][C:12](O)=O)(=[O:10])=[O:9])=[CH:4][CH:3]=1.[Br:15][C:16]1[CH:23]=[CH:22][C:19](C=O)=[CH:18][CH:17]=1. (4) Given the product [BrH:46].[CH2:34]([C:31]1[CH:30]=[N:29][C:28]([N:27]([CH2:7][CH2:6][CH2:5][CH2:4][CH2:3][CH:2]([CH3:9])[CH3:1])[CH2:26][CH2:25][C:23]2[N:24]=[C:20]([S:19][C:16]([CH3:17])([CH3:18])[C:15]([OH:36])=[O:14])[S:21][CH:22]=2)=[N:33][CH:32]=1)[CH3:35], predict the reactants needed to synthesize it. The reactants are: [CH3:1][CH:2]([CH3:9])[CH2:3][CH2:4][CH2:5][CH2:6][CH2:7]I.C([O:14][C:15](=[O:36])[C:16]([S:19][C:20]1[S:21][CH:22]=[C:23]([CH2:25][CH2:26][NH:27][C:28]2[N:33]=[CH:32][C:31]([CH2:34][CH3:35])=[CH:30][N:29]=2)[N:24]=1)([CH3:18])[CH3:17])(C)(C)C.CC(C)CCCCCO.[BrH:46].C(O)(=O)C. (5) Given the product [Cl:1][C:2]1[N:3]=[C:4](/[N:9]=[N:10]/[C:11]2[CH:16]=[CH:15][C:14]([N:17]([CH2:21][CH3:22])[CH2:18][CH2:19][OH:20])=[CH:13][CH:12]=2)[S:5][C:6]=1[CH:7]=[C:24]1[C:23](=[O:33])[C:31]2[C:26](=[CH:27][CH:28]=[CH:29][CH:30]=2)[C:25]1=[O:32], predict the reactants needed to synthesize it. The reactants are: [Cl:1][C:2]1[N:3]=[C:4](/[N:9]=[N:10]/[C:11]2[CH:16]=[CH:15][C:14]([N:17]([CH2:21][CH3:22])[CH2:18][CH2:19][OH:20])=[CH:13][CH:12]=2)[S:5][C:6]=1[CH:7]=O.[C:23]1(=[O:33])[C:31]2[C:26](=[CH:27][CH:28]=[CH:29][CH:30]=2)[C:25](=[O:32])[CH2:24]1.